This data is from Forward reaction prediction with 1.9M reactions from USPTO patents (1976-2016). The task is: Predict the product of the given reaction. (1) Given the reactants CCN(C(C)C)C(C)C.Cl.Cl.[N:12]1([C:18]2[C:23]([C:24]#[N:25])=[CH:22][N:21]=[C:20]3[NH:26][N:27]=[CH:28][C:19]=23)[CH2:17][CH2:16][NH:15][CH2:14][CH2:13]1.[C:29]([O:33][C:34]([N:36]([CH:49]([CH3:51])[CH3:50])[CH2:37][C@H:38]([C:42]1[CH:47]=[CH:46][C:45]([Cl:48])=[CH:44][CH:43]=1)[C:39](O)=[O:40])=[O:35])([CH3:32])([CH3:31])[CH3:30].CN(C(ON1N=NC2C=CC=CC1=2)=[N+](C)C)C.[B-](F)(F)(F)F, predict the reaction product. The product is: [Cl:48][C:45]1[CH:46]=[CH:47][C:42]([C@H:38]([C:39]([N:15]2[CH2:16][CH2:17][N:12]([C:18]3[C:23]([C:24]#[N:25])=[CH:22][N:21]=[C:20]4[NH:26][N:27]=[CH:28][C:19]=34)[CH2:13][CH2:14]2)=[O:40])[CH2:37][N:36]([CH:49]([CH3:50])[CH3:51])[C:34](=[O:35])[O:33][C:29]([CH3:31])([CH3:30])[CH3:32])=[CH:43][CH:44]=1. (2) Given the reactants [C:1]1([Mg]Br)[CH:6]=[CH:5][CH:4]=[CH:3][CH:2]=1.[CH3:9][N:10]1[CH2:28][CH2:27][C:13]2[N:14]([C:22]([CH3:26])([CH3:25])[CH:23]=[O:24])[C:15]3[CH:16]=[CH:17][C:18]([CH3:21])=[CH:19][C:20]=3[C:12]=2[CH2:11]1, predict the reaction product. The product is: [CH3:9][N:10]1[CH2:28][CH2:27][C:13]2[N:14]([C:22]([CH3:25])([CH3:26])[CH:23]([C:1]3[CH:6]=[CH:5][CH:4]=[CH:3][CH:2]=3)[OH:24])[C:15]3[CH:16]=[CH:17][C:18]([CH3:21])=[CH:19][C:20]=3[C:12]=2[CH2:11]1. (3) Given the reactants [CH:1]1([C:4]2[NH:5][C:6]3[CH:7]=[CH:8][CH:9]=[CH:10][C:11]=3[C:12]3[C:13]=2[C:14](=[O:26])[N:15]([C:17]2[CH:25]=[CH:24][C:20]([C:21](Cl)=[O:22])=[CH:19][CH:18]=2)[N:16]=3)[CH2:3][CH2:2]1.[CH3:27][N:28]([CH3:33])[CH2:29][CH2:30][CH2:31][NH2:32], predict the reaction product. The product is: [CH3:27][N:28]([CH3:33])[CH2:29][CH2:30][CH2:31][NH:32][C:21](=[O:22])[C:20]1[CH:19]=[CH:18][C:17]([N:15]2[C:14](=[O:26])[C:13]3=[C:4]([CH:1]4[CH2:3][CH2:2]4)[NH:5][C:6]4[CH:7]=[CH:8][CH:9]=[CH:10][C:11]=4[C:12]3=[N:16]2)=[CH:25][CH:24]=1. (4) Given the reactants [C:1]([O:5][C:6]([N:8]([CH2:19][C:20]1[CH:25]=[CH:24][C:23]([O:26][CH2:27][CH2:28][CH2:29][OH:30])=[C:22]([Br:31])[CH:21]=1)[C:9]([NH2:18])=[N:10][C:11]([O:13][C:14]([CH3:17])([CH3:16])[CH3:15])=[O:12])=[O:7])([CH3:4])([CH3:3])[CH3:2].[O:32](S(C(F)(F)F)(=O)=O)[S:33]([C:36]([F:39])([F:38])[F:37])(=O)=[O:34].CCN(CC)CC, predict the reaction product. The product is: [F:37][C:36]([F:39])([F:38])[S:33]([O:30][CH2:29][CH2:28][CH2:27][O:26][C:23]1[CH:24]=[CH:25][C:20]([CH2:19][N:8]([C:6]([O:5][C:1]([CH3:2])([CH3:4])[CH3:3])=[O:7])[C:9]([NH2:18])=[N:10][C:11]([O:13][C:14]([CH3:17])([CH3:16])[CH3:15])=[O:12])=[CH:21][C:22]=1[Br:31])(=[O:34])=[O:32].